From a dataset of NCI-60 drug combinations with 297,098 pairs across 59 cell lines. Regression. Given two drug SMILES strings and cell line genomic features, predict the synergy score measuring deviation from expected non-interaction effect. (1) Drug 1: C1=CC=C(C(=C1)C(C2=CC=C(C=C2)Cl)C(Cl)Cl)Cl. Drug 2: C1CCC(C(C1)N)N.C(=O)(C(=O)[O-])[O-].[Pt+4]. Cell line: HOP-62. Synergy scores: CSS=15.9, Synergy_ZIP=-8.54, Synergy_Bliss=-3.83, Synergy_Loewe=-16.7, Synergy_HSA=-3.55. (2) Drug 1: CN(C)N=NC1=C(NC=N1)C(=O)N. Drug 2: CC1=C(C(=CC=C1)Cl)NC(=O)C2=CN=C(S2)NC3=CC(=NC(=N3)C)N4CCN(CC4)CCO. Cell line: SNB-19. Synergy scores: CSS=11.4, Synergy_ZIP=-3.56, Synergy_Bliss=2.06, Synergy_Loewe=-11.7, Synergy_HSA=1.09. (3) Drug 1: CCC1=C2CN3C(=CC4=C(C3=O)COC(=O)C4(CC)O)C2=NC5=C1C=C(C=C5)O. Drug 2: CS(=O)(=O)CCNCC1=CC=C(O1)C2=CC3=C(C=C2)N=CN=C3NC4=CC(=C(C=C4)OCC5=CC(=CC=C5)F)Cl. Cell line: NCI-H322M. Synergy scores: CSS=15.2, Synergy_ZIP=-6.51, Synergy_Bliss=-3.66, Synergy_Loewe=-3.64, Synergy_HSA=-0.861. (4) Drug 1: CC(C1=C(C=CC(=C1Cl)F)Cl)OC2=C(N=CC(=C2)C3=CN(N=C3)C4CCNCC4)N. Drug 2: CC12CCC(CC1=CCC3C2CCC4(C3CC=C4C5=CN=CC=C5)C)O. Cell line: SK-MEL-5. Synergy scores: CSS=-3.72, Synergy_ZIP=4.19, Synergy_Bliss=6.93, Synergy_Loewe=0.618, Synergy_HSA=1.41. (5) Drug 1: CC1=CC=C(C=C1)C2=CC(=NN2C3=CC=C(C=C3)S(=O)(=O)N)C(F)(F)F. Drug 2: CS(=O)(=O)CCNCC1=CC=C(O1)C2=CC3=C(C=C2)N=CN=C3NC4=CC(=C(C=C4)OCC5=CC(=CC=C5)F)Cl. Cell line: CCRF-CEM. Synergy scores: CSS=-1.55, Synergy_ZIP=7.36, Synergy_Bliss=-0.320, Synergy_Loewe=-2.58, Synergy_HSA=-3.14.